Task: Predict the reaction yield, written as a fraction of the theoretical maximum amount of product (1.0 means a 100% yield; for example, 0.34 means a 34% yield).. Dataset: Reaction yield outcomes from USPTO patents with 853,638 reactions The reactants are [CH3:1][O:2][C:3]1[CH:4]=[C:5]2[O:9][C:8]([C:10]3[N:11]=[C:12]4[N:16]([CH:17]=3)[N:15]=[C:14]([O:18][CH3:19])[S:13]4)=[CH:7][C:6]2=[C:20]([OH:22])[CH:21]=1.[C:23]1([C:29]2[S:33][N:32]=[C:31]([CH2:34]O)[N:30]=2)[CH:28]=[CH:27][CH:26]=[CH:25][CH:24]=1.C(P(CCCC)CCCC)CCC.N(C(N1CCCCC1)=O)=NC(N1CCCCC1)=O. The catalyst is C1COCC1.CCOC(C)=O. The product is [CH3:19][O:18][C:14]1[S:13][C:12]2=[N:11][C:10]([C:8]3[O:9][C:5]4[CH:4]=[C:3]([O:2][CH3:1])[CH:21]=[C:20]([O:22][CH2:34][C:31]5[N:30]=[C:29]([C:23]6[CH:24]=[CH:25][CH:26]=[CH:27][CH:28]=6)[S:33][N:32]=5)[C:6]=4[CH:7]=3)=[CH:17][N:16]2[N:15]=1. The yield is 0.490.